This data is from Catalyst prediction with 721,799 reactions and 888 catalyst types from USPTO. The task is: Predict which catalyst facilitates the given reaction. Reactant: [NH:1]1[CH:5]=[CH:4][N:3]=[N:2]1.C(=O)([O-])[O-].[K+].[K+].[I-].[K+].Br[CH2:15][CH2:16][CH2:17][OH:18]. Product: [N:1]1([CH2:15][CH2:16][CH2:17][OH:18])[CH:5]=[CH:4][N:3]=[N:2]1. The catalyst class is: 12.